From a dataset of HIV replication inhibition screening data with 41,000+ compounds from the AIDS Antiviral Screen. Binary Classification. Given a drug SMILES string, predict its activity (active/inactive) in a high-throughput screening assay against a specified biological target. (1) The drug is COC(=O)C1(CC(=O)OC(C)(C)C)NCCc2c1[nH]c1ccccc21. The result is 0 (inactive). (2) The drug is Cc1cc(C)c(NC(=O)c2cnccn2)c(=O)o1. The result is 0 (inactive).